This data is from NCI-60 drug combinations with 297,098 pairs across 59 cell lines. The task is: Regression. Given two drug SMILES strings and cell line genomic features, predict the synergy score measuring deviation from expected non-interaction effect. (1) Drug 1: CC(CN1CC(=O)NC(=O)C1)N2CC(=O)NC(=O)C2. Drug 2: CN1C2=C(C=C(C=C2)N(CCCl)CCCl)N=C1CCCC(=O)O.Cl. Cell line: NCIH23. Synergy scores: CSS=19.6, Synergy_ZIP=-1.29, Synergy_Bliss=3.68, Synergy_Loewe=0.831, Synergy_HSA=4.06. (2) Drug 1: CNC(=O)C1=CC=CC=C1SC2=CC3=C(C=C2)C(=NN3)C=CC4=CC=CC=N4. Drug 2: C(CN)CNCCSP(=O)(O)O. Cell line: LOX IMVI. Synergy scores: CSS=4.19, Synergy_ZIP=0.928, Synergy_Bliss=4.25, Synergy_Loewe=0.855, Synergy_HSA=1.34. (3) Drug 1: CC1=C(C=C(C=C1)NC2=NC=CC(=N2)N(C)C3=CC4=NN(C(=C4C=C3)C)C)S(=O)(=O)N.Cl. Drug 2: CN(CCCl)CCCl.Cl. Cell line: HL-60(TB). Synergy scores: CSS=25.5, Synergy_ZIP=14.5, Synergy_Bliss=3.31, Synergy_Loewe=-52.9, Synergy_HSA=-14.0. (4) Drug 1: CC1CCC2CC(C(=CC=CC=CC(CC(C(=O)C(C(C(=CC(C(=O)CC(OC(=O)C3CCCCN3C(=O)C(=O)C1(O2)O)C(C)CC4CCC(C(C4)OC)O)C)C)O)OC)C)C)C)OC. Drug 2: CC1=C(C(=CC=C1)Cl)NC(=O)C2=CN=C(S2)NC3=CC(=NC(=N3)C)N4CCN(CC4)CCO. Cell line: NCIH23. Synergy scores: CSS=2.50, Synergy_ZIP=-2.35, Synergy_Bliss=-2.36, Synergy_Loewe=-2.00, Synergy_HSA=-2.26. (5) Drug 1: COC1=CC(=CC(=C1O)OC)C2C3C(COC3=O)C(C4=CC5=C(C=C24)OCO5)OC6C(C(C7C(O6)COC(O7)C8=CC=CS8)O)O. Drug 2: COC1=NC(=NC2=C1N=CN2C3C(C(C(O3)CO)O)O)N. Cell line: NCI/ADR-RES. Synergy scores: CSS=2.03, Synergy_ZIP=2.00, Synergy_Bliss=8.67, Synergy_Loewe=0.470, Synergy_HSA=2.49. (6) Synergy scores: CSS=14.4, Synergy_ZIP=-4.43, Synergy_Bliss=-4.18, Synergy_Loewe=-5.05, Synergy_HSA=-3.96. Drug 2: C1CCC(C(C1)N)N.C(=O)(C(=O)[O-])[O-].[Pt+4]. Drug 1: C1=CC(=C2C(=C1NCCNCCO)C(=O)C3=C(C=CC(=C3C2=O)O)O)NCCNCCO. Cell line: MDA-MB-435. (7) Drug 1: C1=NC(=NC(=O)N1C2C(C(C(O2)CO)O)O)N. Drug 2: C1CN1C2=NC(=NC(=N2)N3CC3)N4CC4. Cell line: MDA-MB-435. Synergy scores: CSS=12.7, Synergy_ZIP=-5.24, Synergy_Bliss=2.65, Synergy_Loewe=1.71, Synergy_HSA=3.38. (8) Drug 1: C(=O)(N)NO. Drug 2: CS(=O)(=O)OCCCCOS(=O)(=O)C. Cell line: T-47D. Synergy scores: CSS=3.12, Synergy_ZIP=1.78, Synergy_Bliss=5.70, Synergy_Loewe=2.75, Synergy_HSA=2.77.